This data is from Reaction yield outcomes from USPTO patents with 853,638 reactions. The task is: Predict the reaction yield, written as a fraction of the theoretical maximum amount of product (1.0 means a 100% yield; for example, 0.34 means a 34% yield). (1) The reactants are [Cl:1][C:2]1[CH:7]=[CH:6][CH:5]=[C:4]([N+:8]([O-])=O)[C:3]=1[N:11]1[CH2:16][CH2:15][N:14]([CH2:17][CH2:18][CH2:19][N:20]2[C:28]3[CH2:27][CH2:26][N:25]([S:29]([CH3:32])(=[O:31])=[O:30])[CH2:24][C:23]=3[C:22]([C:33]3[CH:38]=[CH:37][C:36]([C:39]([F:42])([F:41])[F:40])=[CH:35][CH:34]=3)=[N:21]2)[CH2:13][CH2:12]1.C(O)(=O)C. The catalyst is CCO.[Zn]. The product is [Cl:1][C:2]1[C:3]([N:11]2[CH2:16][CH2:15][N:14]([CH2:17][CH2:18][CH2:19][N:20]3[C:28]4[CH2:27][CH2:26][N:25]([S:29]([CH3:32])(=[O:30])=[O:31])[CH2:24][C:23]=4[C:22]([C:33]4[CH:34]=[CH:35][C:36]([C:39]([F:40])([F:41])[F:42])=[CH:37][CH:38]=4)=[N:21]3)[CH2:13][CH2:12]2)=[C:4]([NH2:8])[CH:5]=[CH:6][CH:7]=1. The yield is 1.00. (2) The reactants are [Br:1][C:2]1[CH:3]=[N:4][CH:5]=[C:6]([CH:10]=1)C(O)=O.C1(P(N=[N+]=[N-])(C2C=CC=CC=2)=[O:18])C=CC=CC=1.C([N:30]([CH2:33]C)CC)C.[C:35]([OH:39])([CH3:38])([CH3:37])[CH3:36]. The yield is 0.300. The catalyst is O1CCOCC1. The product is [Br:1][C:2]1[CH:10]=[C:6]([NH:30][C:33](=[O:18])[O:39][C:35]([CH3:38])([CH3:37])[CH3:36])[CH:5]=[N:4][CH:3]=1.